The task is: Predict which catalyst facilitates the given reaction.. This data is from Catalyst prediction with 721,799 reactions and 888 catalyst types from USPTO. (1) Reactant: [O:1]=[C:2]1[C:7]([C:8]([OH:10])=O)=[CH:6][CH:5]=[CH:4][N:3]1[C:11]1[CH:16]=[CH:15][CH:14]=[CH:13][CH:12]=1.C1C=CC2N(O)N=NC=2C=1.CCN=C=NCCCN(C)C.Cl.C(OC1C=[CH:51][C:50]([NH:53][C:54]2[N:59]=CN=[C:56]([O:60][C:61]3[CH:66]=[CH:65][C:64]([NH:67]C(=O)CC(NC4C=CC(F)=CC=4)=O)=[CH:63][C:62]=3[F:81])[CH:55]=2)=CC=1)C1C=CC=CC=1. Product: [NH2:59][C:54]1[CH:55]=[C:56]([O:60][C:61]2[CH:66]=[CH:65][C:64]([NH:67][C:8]([C:7]3[C:2](=[O:1])[N:3]([C:11]4[CH:16]=[CH:15][CH:14]=[CH:13][CH:12]=4)[CH:4]=[CH:5][CH:6]=3)=[O:10])=[CH:63][C:62]=2[F:81])[CH:51]=[CH:50][N:53]=1. The catalyst class is: 3. (2) Reactant: [Br:1][C:2]1[C:7]([NH:8][C:9](=O)[CH2:10][O:11][CH3:12])=[CH:6][C:5]([F:14])=[CH:4][N:3]=1.B.C1COCC1. Product: [Br:1][C:2]1[C:7]([NH:8][CH2:9][CH2:10][O:11][CH3:12])=[CH:6][C:5]([F:14])=[CH:4][N:3]=1. The catalyst class is: 1. (3) Reactant: CN(C=O)C.[NH2:6][C:7]1[N:12]=[C:11]([S:13]([NH:16][C:17]([C:19]2[C:20]([N:30]3[CH2:34][CH:33]([CH3:35])[CH2:32][C:31]3([CH3:37])[CH3:36])=[N:21][C:22]([C:26]([CH3:29])([CH3:28])[CH3:27])=[C:23](I)[CH:24]=2)=[O:18])(=[O:15])=[O:14])[CH:10]=[CH:9][CH:8]=1.[CH3:38][O:39][C:40]1[CH:45]=[CH:44][C:43](/[CH:46]=[CH:47]/B(O)O)=[CH:42][CH:41]=1.C([O-])([O-])=O.[K+].[K+]. Product: [NH2:6][C:7]1[N:12]=[C:11]([S:13]([NH:16][C:17]([C:19]2[C:20]([N:30]3[CH2:34][C@@H:33]([CH3:35])[CH2:32][C:31]3([CH3:37])[CH3:36])=[N:21][C:22]([C:26]([CH3:29])([CH3:28])[CH3:27])=[C:23](/[CH:47]=[CH:46]/[C:43]3[CH:44]=[CH:45][C:40]([O:39][CH3:38])=[CH:41][CH:42]=3)[CH:24]=2)=[O:18])(=[O:15])=[O:14])[CH:10]=[CH:9][CH:8]=1. The catalyst class is: 103. (4) Reactant: [CH2:1]([O:8][CH2:9][CH2:10][C@H:11]([O:17]C(=O)C)[C:12]([CH3:16])([CH3:15])[C:13]#[N:14])[C:2]1[CH:7]=[CH:6][CH:5]=[CH:4][CH:3]=1.[OH-].[Na+].O. Product: [CH2:1]([O:8][CH2:9][CH2:10][C@H:11]([OH:17])[C:12]([CH3:15])([CH3:16])[C:13]#[N:14])[C:2]1[CH:7]=[CH:6][CH:5]=[CH:4][CH:3]=1. The catalyst class is: 5. (5) Reactant: [CH2:1]([O:3][C:4]([C:6]1[NH:7][CH:8]=[C:9]2[CH:18]([C:19]3[O:20][C:21]([S:24][C:25]4[NH:29][C:28]5[CH:30]=[C:31]([Cl:35])[C:32]([F:34])=[CH:33][C:27]=5[N:26]=4)=[CH:22][CH:23]=3)[C:17]3[C:16](=[O:36])[CH2:15][N:14](OC(C)(C)C)[CH2:13][C:12]=3[NH:11][C:10]=12)=[O:5])[CH3:2].Cl. Product: [ClH:35].[CH2:1]([O:3][C:4]([C:6]1[NH:7][CH:8]=[C:9]2[CH:18]([C:19]3[O:20][C:21]([S:24][C:25]4[NH:29][C:28]5[CH:30]=[C:31]([Cl:35])[C:32]([F:34])=[CH:33][C:27]=5[N:26]=4)=[CH:22][CH:23]=3)[C:17]3[C:16](=[O:36])[CH2:15][NH:14][CH2:13][C:12]=3[NH:11][C:10]=12)=[O:5])[CH3:2]. The catalyst class is: 12.